From a dataset of Forward reaction prediction with 1.9M reactions from USPTO patents (1976-2016). Predict the product of the given reaction. Given the reactants [NH2:1][C:2]1[C:3]([C:21]#[N:22])=[N:4][C:5]([C:14]2[CH:19]=[CH:18][C:17](=[O:20])[NH:16][CH:15]=2)=[C:6]([C:8]2[CH:13]=[CH:12][CH:11]=[CH:10][CH:9]=2)[N:7]=1.CI.[CH3:25]COC(C)=O.O, predict the reaction product. The product is: [NH2:1][C:2]1[C:3]([C:21]#[N:22])=[N:4][C:5]([C:14]2[CH:19]=[CH:18][C:17](=[O:20])[N:16]([CH3:25])[CH:15]=2)=[C:6]([C:8]2[CH:13]=[CH:12][CH:11]=[CH:10][CH:9]=2)[N:7]=1.